The task is: Regression. Given two drug SMILES strings and cell line genomic features, predict the synergy score measuring deviation from expected non-interaction effect.. This data is from NCI-60 drug combinations with 297,098 pairs across 59 cell lines. Drug 1: CN1CCC(CC1)COC2=C(C=C3C(=C2)N=CN=C3NC4=C(C=C(C=C4)Br)F)OC. Drug 2: CCC(=C(C1=CC=CC=C1)C2=CC=C(C=C2)OCCN(C)C)C3=CC=CC=C3.C(C(=O)O)C(CC(=O)O)(C(=O)O)O. Cell line: HCT116. Synergy scores: CSS=1.27, Synergy_ZIP=0.914, Synergy_Bliss=3.88, Synergy_Loewe=1.87, Synergy_HSA=1.93.